From a dataset of TCR-epitope binding with 47,182 pairs between 192 epitopes and 23,139 TCRs. Binary Classification. Given a T-cell receptor sequence (or CDR3 region) and an epitope sequence, predict whether binding occurs between them. (1) The epitope is GPGHKARVL. The TCR CDR3 sequence is CASSQDEPSEQYF. Result: 1 (the TCR binds to the epitope). (2) The epitope is YVFCTVNAL. The TCR CDR3 sequence is CASTPSWGGYTF. Result: 0 (the TCR does not bind to the epitope). (3) The epitope is RAKFKQLL. The TCR CDR3 sequence is CSVEDLAYGYTF. Result: 1 (the TCR binds to the epitope). (4) The epitope is VTEHDTLLY. The TCR CDR3 sequence is CASSLVGETQYF. Result: 0 (the TCR does not bind to the epitope). (5) The epitope is YSEHPTFTSQY. The TCR CDR3 sequence is CASSYGGVEAFF. Result: 0 (the TCR does not bind to the epitope). (6) Result: 1 (the TCR binds to the epitope). The epitope is NEGVKAAW. The TCR CDR3 sequence is CASKLMGGANGDTF.